Dataset: Reaction yield outcomes from USPTO patents with 853,638 reactions. Task: Predict the reaction yield, written as a fraction of the theoretical maximum amount of product (1.0 means a 100% yield; for example, 0.34 means a 34% yield). (1) The reactants are [NH2:1][C:2]1[N:6]=[CH:5][N:4]([C:7]2[CH:14]=[CH:13][C:12](/[CH:15]=[CH:16]/[CH:17]([C:22]3[CH:27]=[C:26]([Cl:28])[C:25]([Cl:29])=[C:24]([Cl:30])[CH:23]=3)[C:18]([F:21])([F:20])[F:19])=[CH:11][C:8]=2[C:9]#[N:10])[N:3]=1.[CH:31]1([C:34](Cl)=[O:35])[CH2:33][CH2:32]1. The catalyst is C(Cl)Cl. The product is [C:9]([C:8]1[CH:11]=[C:12](/[CH:15]=[CH:16]/[CH:17]([C:22]2[CH:23]=[C:24]([Cl:30])[C:25]([Cl:29])=[C:26]([Cl:28])[CH:27]=2)[C:18]([F:19])([F:20])[F:21])[CH:13]=[CH:14][C:7]=1[N:4]1[CH:5]=[N:6][C:2]([NH:1][C:34]([CH:31]2[CH2:33][CH2:32]2)=[O:35])=[N:3]1)#[N:10]. The yield is 0.340. (2) The reactants are C([O:4][CH2:5][CH:6]([O:27][CH2:28][CH2:29][CH2:30][CH2:31][CH2:32][CH2:33][CH2:34][CH2:35]/[CH:36]=[CH:37]\[CH2:38]/[CH:39]=[CH:40]\[CH2:41][CH2:42][CH2:43][CH2:44][CH3:45])[CH2:7][O:8][CH2:9][CH2:10][CH2:11][CH2:12][CH2:13][CH2:14][CH2:15][CH2:16]/[CH:17]=[CH:18]\[CH2:19]/[CH:20]=[CH:21]\[CH2:22][CH2:23][CH2:24][CH2:25][CH3:26])C=C.FC(F)(F)C(O)=O. The catalyst is C(O)C.C1C=CC([P]([Pd]([P](C2C=CC=CC=2)(C2C=CC=CC=2)C2C=CC=CC=2)([P](C2C=CC=CC=2)(C2C=CC=CC=2)C2C=CC=CC=2)[P](C2C=CC=CC=2)(C2C=CC=CC=2)C2C=CC=CC=2)(C2C=CC=CC=2)C2C=CC=CC=2)=CC=1. The product is [CH2:28]([O:27][CH:6]([CH2:7][O:8][CH2:9][CH2:10][CH2:11][CH2:12][CH2:13][CH2:14][CH2:15][CH2:16]/[CH:17]=[CH:18]\[CH2:19]/[CH:20]=[CH:21]\[CH2:22][CH2:23][CH2:24][CH2:25][CH3:26])[CH2:5][OH:4])[CH2:29][CH2:30][CH2:31][CH2:32][CH2:33][CH2:34][CH2:35]/[CH:36]=[CH:37]\[CH2:38]/[CH:39]=[CH:40]\[CH2:41][CH2:42][CH2:43][CH2:44][CH3:45]. The yield is 0.540.